Dataset: Forward reaction prediction with 1.9M reactions from USPTO patents (1976-2016). Task: Predict the product of the given reaction. (1) Given the reactants [C:1]([O:7][CH2:8][N:9]1[C:13]2=[N:14][CH:15]=[C:16](Br)[N:17]=[C:12]2[C:11]([C:19](=[O:25])[NH:20][C:21]([CH3:24])([CH3:23])[CH3:22])=[CH:10]1)(=[O:6])[C:2]([CH3:5])([CH3:4])[CH3:3].[CH3:26][N:27]1[C:35]2[C:30](=[CH:31][CH:32]=[C:33]([C:36]#[N:37])[CH:34]=2)[C:29]([Sn](CCCC)(CCCC)CCCC)=[N:28]1.CN1C([Sn](CCCC)(CCCC)CCCC)C2C(=CC(C#N)=CC=2)N1, predict the reaction product. The product is: [C:1]([O:7][CH2:8][N:9]1[C:13]2=[N:14][CH:15]=[C:16]([C:29]3[C:30]4[C:35](=[CH:34][C:33]([C:36]#[N:37])=[CH:32][CH:31]=4)[N:27]([CH3:26])[N:28]=3)[N:17]=[C:12]2[C:11]([C:19](=[O:25])[NH:20][C:21]([CH3:24])([CH3:23])[CH3:22])=[CH:10]1)(=[O:6])[C:2]([CH3:5])([CH3:4])[CH3:3]. (2) Given the reactants [C:1]1([C:7]2[CH:12]=[CH:11][C:10]([C:13]([CH3:15])=[CH2:14])=[CH:9][N:8]=2)[CH:6]=[CH:5][CH:4]=[CH:3][CH:2]=1, predict the reaction product. The product is: [C:1]1([C:7]2[CH:12]=[CH:11][C:10]([CH:13]([CH3:15])[CH3:14])=[CH:9][N:8]=2)[CH:2]=[CH:3][CH:4]=[CH:5][CH:6]=1. (3) Given the reactants [CH3:1][C:2]1[CH:3]=[C:4]([CH:13]=[CH:14][CH:15]=1)[CH2:5][CH2:6][NH:7][C:8](=O)[O:9]CC.O=P12OP3(OP(OP(O3)(O1)=O)(=O)O2)=O.O=P(Cl)(Cl)Cl, predict the reaction product. The product is: [CH3:1][C:2]1[CH:3]=[C:4]2[C:13](=[CH:14][CH:15]=1)[C:8](=[O:9])[NH:7][CH2:6][CH2:5]2. (4) Given the reactants [CH3:1][C:2]1[S:13][C:5]2[CH2:6][N:7]([CH3:12])[CH2:8][CH2:9][CH:10]([OH:11])[C:4]=2[CH:3]=1.[Cl:14][C:15]1[C:20]([Cl:21])=[CH:19][CH:18]=[CH:17][C:16]=1F, predict the reaction product. The product is: [ClH:14].[Cl:14][C:15]1[C:20]([Cl:21])=[CH:19][CH:18]=[CH:17][C:16]=1[O:11][CH:10]1[CH2:9][CH2:8][N:7]([CH3:12])[CH2:6][C:5]2[S:13][C:2]([CH3:1])=[CH:3][C:4]1=2. (5) Given the reactants C(OC([N:8]1[C:16]2[C:11](=[CH:12][CH:13]=[CH:14][CH:15]=2)[C:10]([C:17]2[C:18](=[O:41])[N:19](C(OC(C)(C)C)=O)[CH2:20][C:21]=2[C:22]2[C:32]3=[C:33]4[C:28](=[CH:29][CH:30]=[CH:31]3)[CH2:27][CH2:26][CH2:25][N:24]4[CH:23]=2)=[CH:9]1)=O)(C)(C)C.Cl, predict the reaction product. The product is: [C:22]1([C:21]2[CH2:20][NH:19][C:18](=[O:41])[C:17]=2[C:10]2[C:11]3[C:16](=[CH:15][CH:14]=[CH:13][CH:12]=3)[NH:8][CH:9]=2)[C:32]2=[C:33]3[C:28](=[CH:29][CH:30]=[CH:31]2)[CH2:27][CH2:26][CH2:25][N:24]3[CH:23]=1. (6) Given the reactants [Cl:1][C:2]1[CH:7]=[CH:6][C:5]([C:8]([C:10]2[N:18]3[C:13]([CH:14]=[C:15]([O:19][CH2:20][C:21]4[CH:26]=[CH:25][CH:24]=[C:23]([O:27][CH3:28])[N:22]=4)[CH:16]=[CH:17]3)=[C:12]([C:29](=[O:34])[C:30]([CH3:33])([CH3:32])[CH3:31])[C:11]=2[CH2:35][C:36]([CH3:43])([CH3:42])[C:37]([O:39]CC)=[O:38])=[O:9])=[CH:4][CH:3]=1.CC(O)=O, predict the reaction product. The product is: [Cl:1][C:2]1[CH:3]=[CH:4][C:5]([C:8]([C:10]2[N:18]3[C:13]([CH:14]=[C:15]([O:19][CH2:20][C:21]4[CH:26]=[CH:25][CH:24]=[C:23]([O:27][CH3:28])[N:22]=4)[CH:16]=[CH:17]3)=[C:12]([C:29](=[O:34])[C:30]([CH3:32])([CH3:33])[CH3:31])[C:11]=2[CH2:35][C:36]([CH3:43])([CH3:42])[C:37]([OH:39])=[O:38])=[O:9])=[CH:6][CH:7]=1. (7) Given the reactants [I:1][C:2]1[CH:7]=[CH:6][C:5]([NH:8][C:9]2[N:14]=[CH:13][CH:12]=[CH:11][N:10]=2)=[CH:4][CH:3]=1.[H-].[Na+].[CH2:17](Br)[C:18]1[CH:23]=[CH:22][CH:21]=[CH:20][CH:19]=1, predict the reaction product. The product is: [CH2:17]([N:8]([C:5]1[CH:4]=[CH:3][C:2]([I:1])=[CH:7][CH:6]=1)[C:9]1[N:10]=[CH:11][CH:12]=[CH:13][N:14]=1)[C:18]1[CH:23]=[CH:22][CH:21]=[CH:20][CH:19]=1. (8) Given the reactants C(OC([N:8]1[CH2:13][CH2:12][N:11]([C:14]2[C:22]3[N:21]=[C:20]([N:23]4[CH2:28][CH2:27][N:26]([C:29]5[C:34]([C:35]([F:38])([F:37])[F:36])=[CH:33][CH:32]=[CH:31][N:30]=5)[CH2:25][CH2:24]4)[NH:19][C:18]=3[CH:17]=[C:16]([C:39]([F:42])([F:41])[F:40])[CH:15]=2)[CH2:10][CH2:9]1)=O)(C)(C)C.FC(F)(F)C(O)=O, predict the reaction product. The product is: [N:11]1([C:14]2[C:22]3[N:21]=[C:20]([N:23]4[CH2:24][CH2:25][N:26]([C:29]5[C:34]([C:35]([F:36])([F:37])[F:38])=[CH:33][CH:32]=[CH:31][N:30]=5)[CH2:27][CH2:28]4)[NH:19][C:18]=3[CH:17]=[C:16]([C:39]([F:42])([F:40])[F:41])[CH:15]=2)[CH2:10][CH2:9][NH:8][CH2:13][CH2:12]1. (9) Given the reactants [C:1]1([C:26]2[CH:31]=[CH:30][CH:29]=[CH:28][CH:27]=2)[CH:6]=[CH:5][CH:4]=[C:3]([C:7]2[O:8][C:9]([CH3:25])=[C:10]([CH2:12][CH2:13][O:14]S(C3C=CC(C)=CC=3)(=O)=O)[N:11]=2)[CH:2]=1.[CH2:32]([O:34][C:35](=[O:47])[C:36]([O:39][C:40]1[CH:45]=[CH:44][CH:43]=[C:42](O)[CH:41]=1)([CH3:38])[CH3:37])[CH3:33].C([O-])([O-])=O.[Cs+].[Cs+], predict the reaction product. The product is: [CH2:32]([O:34][C:35](=[O:47])[C:36]([O:39][C:40]1[CH:45]=[CH:44][CH:43]=[C:42]([O:14][CH2:13][CH2:12][C:10]2[N:11]=[C:7]([C:3]3[CH:2]=[C:1]([C:26]4[CH:31]=[CH:30][CH:29]=[CH:28][CH:27]=4)[CH:6]=[CH:5][CH:4]=3)[O:8][C:9]=2[CH3:25])[CH:41]=1)([CH3:38])[CH3:37])[CH3:33]. (10) Given the reactants [S:1](Cl)([C:4]1[C:16]2[CH:15]=[CH:14][CH:13]=[C:9]([N:10]([CH3:12])[CH3:11])[C:8]=2[CH:7]=[CH:6][CH:5]=1)(=[O:3])=[O:2].[CH3:18][N:19]([CH3:36])[CH2:20][CH2:21][S:22][S:23][C:24]1[CH:29]=[CH:28][C:27]([CH:30]([OH:35])[C:31](F)(F)F)=[CH:26][CH:25]=1.C1N2CCN(CC2)C1.O, predict the reaction product. The product is: [CH3:18][N:19]([CH3:36])[CH2:20][CH2:21][S:22][S:23][C:24]1[CH:29]=[CH:28][C:27]([CH:30]([O:35][S:1]([C:4]2[C:16]3[C:8](=[C:9]([N:10]([CH3:12])[CH3:11])[CH:13]=[CH:14][CH:15]=3)[CH:7]=[CH:6][CH:5]=2)(=[O:3])=[O:2])[CH3:31])=[CH:26][CH:25]=1.